From a dataset of Peptide-MHC class II binding affinity with 134,281 pairs from IEDB. Regression. Given a peptide amino acid sequence and an MHC pseudo amino acid sequence, predict their binding affinity value. This is MHC class II binding data. (1) The MHC is HLA-DPA10103-DPB10401 with pseudo-sequence HLA-DPA10103-DPB10401. The binding affinity (normalized) is 0.716. The peptide sequence is GKAGCQTYKWETFLT. (2) The peptide sequence is NGSQFFLCTAKTAWL. The MHC is HLA-DPA10103-DPB10401 with pseudo-sequence HLA-DPA10103-DPB10401. The binding affinity (normalized) is 0.497. (3) The peptide sequence is AARFVRRDGRRGGGR. The MHC is HLA-DPA10201-DPB10501 with pseudo-sequence HLA-DPA10201-DPB10501. The binding affinity (normalized) is 0. (4) The MHC is DRB1_0301 with pseudo-sequence DRB1_0301. The binding affinity (normalized) is 0.201. The peptide sequence is DMTYRRLISMMGFKM. (5) The peptide sequence is QYAKEIWGITANPVP. The MHC is DRB1_1201 with pseudo-sequence DRB1_1201. The binding affinity (normalized) is 0.739. (6) The peptide sequence is AYVLLSEKKISSIQS. The MHC is DRB1_0401 with pseudo-sequence DRB1_0401. The binding affinity (normalized) is 0.367. (7) The peptide sequence is DRRWCFDGPRTNTIL. The MHC is DRB1_0101 with pseudo-sequence DRB1_0101. The binding affinity (normalized) is 0.245. (8) The peptide sequence is KGSNPNYLALLVKYVNGDGD. The MHC is DRB1_0404 with pseudo-sequence DRB1_0404. The binding affinity (normalized) is 0.589.